Task: Predict which catalyst facilitates the given reaction.. Dataset: Catalyst prediction with 721,799 reactions and 888 catalyst types from USPTO (1) Reactant: [F:1][C:2]([F:32])([F:31])[C:3]1[C:12]([O:13][CH:14]2[CH2:19][CH2:18][CH:17]([C:20]([F:23])([F:22])[F:21])[CH2:16][CH2:15]2)=[CH:11][CH:10]=[C:9]2[C:4]=1[CH:5]=[CH:6][C:7]([CH:24](OS(C)(=O)=O)[CH3:25])=[CH:8]2.[CH:33]12[NH:41][CH:37]([CH2:38][CH2:39][CH2:40]1)[CH2:36][CH:35]([C:42]#[N:43])[CH2:34]2.C(=O)([O-])[O-].[Cs+].[Cs+]. Product: [F:1][C:2]([F:32])([F:31])[C:3]1[C:12]([O:13][C@H:14]2[CH2:19][CH2:18][C@@H:17]([C:20]([F:23])([F:22])[F:21])[CH2:16][CH2:15]2)=[CH:11][CH:10]=[C:9]2[C:4]=1[CH:5]=[CH:6][C:7]([CH:24]([N:41]1[CH:33]3[CH2:40][CH2:39][CH2:38][CH:37]1[CH2:36][CH:35]([C:42]#[N:43])[CH2:34]3)[CH3:25])=[CH:8]2. The catalyst class is: 508. (2) Reactant: Cl[CH2:2][CH2:3][CH2:4][C:5]([N:7]1[CH2:12][CH2:11][N:10]([S:13]([CH3:16])(=[O:15])=[O:14])[CH2:9][CH2:8]1)=[O:6].[N-:17]=[N+:18]=[N-:19].[Na+]. Product: [N:17]([CH2:2][CH2:3][CH2:4][C:5]([N:7]1[CH2:12][CH2:11][N:10]([S:13]([CH3:16])(=[O:15])=[O:14])[CH2:9][CH2:8]1)=[O:6])=[N+:18]=[N-:19]. The catalyst class is: 18.